This data is from Full USPTO retrosynthesis dataset with 1.9M reactions from patents (1976-2016). The task is: Predict the reactants needed to synthesize the given product. (1) Given the product [Br:17][C:18]1[CH:25]=[CH:24][C:21]([CH2:22][N:8]2[C:6]3=[N:7][C:2]([CH3:1])=[CH:3][C:4]([CH3:14])=[C:5]3[N:10]=[C:9]2[CH2:11][CH2:12][CH3:13])=[CH:20][CH:19]=1, predict the reactants needed to synthesize it. The reactants are: [CH3:1][C:2]1[N:7]=[C:6]2[NH:8][C:9]([CH2:11][CH2:12][CH3:13])=[N:10][C:5]2=[C:4]([CH3:14])[CH:3]=1.[H-].[Na+].[Br:17][C:18]1[CH:25]=[CH:24][C:21]([CH2:22]Br)=[CH:20][CH:19]=1. (2) Given the product [Br:32][C@H:7]1[CH2:8][CH2:9][C@H:5]([CH2:4][C:3]([O:2][CH3:1])=[O:11])[CH2:6]1, predict the reactants needed to synthesize it. The reactants are: [CH3:1][O:2][C:3](=[O:11])[CH2:4][C@H:5]1[CH2:9][CH2:8][C@@H:7](O)[CH2:6]1.C1C=CC(P(C2C=CC=CC=2)C2C=CC=CC=2)=CC=1.C(Br)(Br)(Br)[Br:32]. (3) Given the product [CH2:1]([O:8][C:9]([N:11]1[CH2:16][CH2:15][C:14](=[C:19]([F:21])[F:20])[CH2:13][CH2:12]1)=[O:10])[C:2]1[CH:7]=[CH:6][CH:5]=[CH:4][CH:3]=1, predict the reactants needed to synthesize it. The reactants are: [CH2:1]([O:8][C:9]([N:11]1[CH2:16][CH2:15][C:14](=O)[CH2:13][CH2:12]1)=[O:10])[C:2]1[CH:7]=[CH:6][CH:5]=[CH:4][CH:3]=1.Br[C:19](Br)([F:21])[F:20].CN(P(N(C)C)(N(C)C)=O)C. (4) Given the product [Cl:18][C:19]1[CH:20]=[C:21]([S:26]([NH:1][C:2]2[C:3]([C:9](=[O:10])[C:11]3[CH:16]=[CH:15][CH:14]=[CH:13][C:12]=3[Cl:17])=[N:4][CH:5]=[C:6]([Cl:8])[CH:7]=2)(=[O:27])=[O:28])[CH:22]=[CH:23][C:24]=1[Cl:25], predict the reactants needed to synthesize it. The reactants are: [NH2:1][C:2]1[C:3]([C:9]([C:11]2[CH:16]=[CH:15][CH:14]=[CH:13][C:12]=2[Cl:17])=[O:10])=[N:4][CH:5]=[C:6]([Cl:8])[CH:7]=1.[Cl:18][C:19]1[CH:20]=[C:21]([S:26](Cl)(=[O:28])=[O:27])[CH:22]=[CH:23][C:24]=1[Cl:25]. (5) Given the product [CH:11]([C:9]1[CH:8]=[CH:7][N:6]2[C:2]([C:26]3[CH:25]=[C:24]([C:28]4[C:29]([C:34]#[N:35])=[CH:30][CH:31]=[CH:32][CH:33]=4)[CH:23]=[CH:22][CH:27]=3)=[CH:3][N:4]=[C:5]2[N:10]=1)([CH3:13])[CH3:12], predict the reactants needed to synthesize it. The reactants are: Br[C:2]1[N:6]2[CH:7]=[CH:8][C:9]([CH:11]([CH3:13])[CH3:12])=[N:10][C:5]2=[N:4][CH:3]=1.CC1(C)C(C)(C)OB([C:22]2[CH:23]=[C:24]([C:28]3[C:29]([C:34]#[N:35])=[CH:30][CH:31]=[CH:32][CH:33]=3)[CH:25]=[CH:26][CH:27]=2)O1. (6) The reactants are: F[C:2]1[C:9]([F:10])=[CH:8][CH:7]=[C:6]([F:11])[C:3]=1[C:4]#[N:5].[OH-].[NH4+:13]. Given the product [NH2:13][C:2]1[C:9]([F:10])=[CH:8][CH:7]=[C:6]([F:11])[C:3]=1[C:4]#[N:5], predict the reactants needed to synthesize it. (7) Given the product [CH3:1][O:2][C:3]1[CH:4]=[C:5]2[C:10](=[CH:11][C:12]=1[O:13][CH3:14])[N:9]=[CH:8][CH:7]=[C:6]2[O:15][C:16]1[CH:22]=[CH:21][C:19]([NH:20][C:28]([NH:39][CH2:37][CH3:38])=[O:34])=[C:18]([F:23])[CH:17]=1, predict the reactants needed to synthesize it. The reactants are: [CH3:1][O:2][C:3]1[CH:4]=[C:5]2[C:10](=[CH:11][C:12]=1[O:13][CH3:14])[N:9]=[CH:8][CH:7]=[C:6]2[O:15][C:16]1[CH:22]=[CH:21][C:19]([NH2:20])=[C:18]([F:23])[CH:17]=1.ClC(Cl)(O[C:28](=[O:34])OC(Cl)(Cl)Cl)Cl.Cl.[CH2:37]([NH2:39])[CH3:38].C(=O)([O-])O.[Na+].